From a dataset of NCI-60 drug combinations with 297,098 pairs across 59 cell lines. Regression. Given two drug SMILES strings and cell line genomic features, predict the synergy score measuring deviation from expected non-interaction effect. (1) Drug 1: CNC(=O)C1=CC=CC=C1SC2=CC3=C(C=C2)C(=NN3)C=CC4=CC=CC=N4. Drug 2: CC1CCC2CC(C(=CC=CC=CC(CC(C(=O)C(C(C(=CC(C(=O)CC(OC(=O)C3CCCCN3C(=O)C(=O)C1(O2)O)C(C)CC4CCC(C(C4)OC)O)C)C)O)OC)C)C)C)OC. Cell line: SR. Synergy scores: CSS=74.8, Synergy_ZIP=7.69, Synergy_Bliss=3.25, Synergy_Loewe=-3.15, Synergy_HSA=6.33. (2) Drug 1: CCCS(=O)(=O)NC1=C(C(=C(C=C1)F)C(=O)C2=CNC3=C2C=C(C=N3)C4=CC=C(C=C4)Cl)F. Drug 2: CC12CCC3C(C1CCC2=O)CC(=C)C4=CC(=O)C=CC34C. Cell line: BT-549. Synergy scores: CSS=18.6, Synergy_ZIP=4.86, Synergy_Bliss=1.35, Synergy_Loewe=-16.0, Synergy_HSA=-0.247. (3) Drug 1: CCN(CC)CCNC(=O)C1=C(NC(=C1C)C=C2C3=C(C=CC(=C3)F)NC2=O)C. Drug 2: COC1=C2C(=CC3=C1OC=C3)C=CC(=O)O2. Cell line: HT29. Synergy scores: CSS=14.0, Synergy_ZIP=-2.66, Synergy_Bliss=0.0682, Synergy_Loewe=-3.39, Synergy_HSA=-1.94. (4) Drug 1: CC1=C(C=C(C=C1)NC2=NC=CC(=N2)N(C)C3=CC4=NN(C(=C4C=C3)C)C)S(=O)(=O)N.Cl. Drug 2: CN1C2=C(C=C(C=C2)N(CCCl)CCCl)N=C1CCCC(=O)O.Cl. Cell line: NCI-H460. Synergy scores: CSS=-1.99, Synergy_ZIP=1.99, Synergy_Bliss=-2.03, Synergy_Loewe=-4.72, Synergy_HSA=-5.16. (5) Drug 1: CC12CCC(CC1=CCC3C2CCC4(C3CC=C4C5=CN=CC=C5)C)O. Drug 2: CC(C)CN1C=NC2=C1C3=CC=CC=C3N=C2N. Cell line: MALME-3M. Synergy scores: CSS=-3.28, Synergy_ZIP=0.238, Synergy_Bliss=-2.82, Synergy_Loewe=-4.94, Synergy_HSA=-4.95. (6) Drug 1: CS(=O)(=O)C1=CC(=C(C=C1)C(=O)NC2=CC(=C(C=C2)Cl)C3=CC=CC=N3)Cl. Drug 2: CC1=C2C(C(=O)C3(C(CC4C(C3C(C(C2(C)C)(CC1OC(=O)C(C(C5=CC=CC=C5)NC(=O)OC(C)(C)C)O)O)OC(=O)C6=CC=CC=C6)(CO4)OC(=O)C)O)C)O. Cell line: A549. Synergy scores: CSS=60.5, Synergy_ZIP=11.0, Synergy_Bliss=9.48, Synergy_Loewe=-6.71, Synergy_HSA=10.5. (7) Drug 1: COC1=C(C=C2C(=C1)N=CN=C2NC3=CC(=C(C=C3)F)Cl)OCCCN4CCOCC4. Drug 2: C1=CC(=CC=C1CC(C(=O)O)N)N(CCCl)CCCl.Cl. Cell line: SNB-19. Synergy scores: CSS=29.5, Synergy_ZIP=-5.87, Synergy_Bliss=7.86, Synergy_Loewe=5.80, Synergy_HSA=5.98. (8) Drug 1: CN(C)N=NC1=C(NC=N1)C(=O)N. Drug 2: COC1=C2C(=CC3=C1OC=C3)C=CC(=O)O2. Cell line: NCI-H522. Synergy scores: CSS=5.81, Synergy_ZIP=-1.61, Synergy_Bliss=-0.0324, Synergy_Loewe=-0.607, Synergy_HSA=0.380. (9) Drug 1: CC1=C(C=C(C=C1)NC2=NC=CC(=N2)N(C)C3=CC4=NN(C(=C4C=C3)C)C)S(=O)(=O)N.Cl. Drug 2: CC1CCC2CC(C(=CC=CC=CC(CC(C(=O)C(C(C(=CC(C(=O)CC(OC(=O)C3CCCCN3C(=O)C(=O)C1(O2)O)C(C)CC4CCC(C(C4)OC)OCCO)C)C)O)OC)C)C)C)OC. Cell line: CAKI-1. Synergy scores: CSS=52.7, Synergy_ZIP=11.3, Synergy_Bliss=10.7, Synergy_Loewe=16.5, Synergy_HSA=17.3.